From a dataset of Forward reaction prediction with 1.9M reactions from USPTO patents (1976-2016). Predict the product of the given reaction. (1) Given the reactants [F:1][C:2]([F:30])([F:29])[O:3][C:4]1[CH:9]=[CH:8][C:7]([S:10]([NH:13][C:14]2[CH:15]=[N:16][C:17]3[CH2:18][CH:19]([NH:24][C:25](=O)[CH2:26][CH3:27])[CH2:20][CH2:21][C:22]=3[CH:23]=2)(=[O:12])=[O:11])=[CH:6][CH:5]=1.B.C1COCC1, predict the reaction product. The product is: [CH2:25]([NH:24][CH:19]1[CH2:18][C:17]2[N:16]=[CH:15][C:14]([NH:13][S:10]([C:7]3[CH:6]=[CH:5][C:4]([O:3][C:2]([F:30])([F:29])[F:1])=[CH:9][CH:8]=3)(=[O:12])=[O:11])=[CH:23][C:22]=2[CH2:21][CH2:20]1)[CH2:26][CH3:27]. (2) Given the reactants [F:1][C:2]1[CH:3]=[CH:4][CH:5]=[C:6]2[C:10]=1[NH:9][N:8]=[C:7]2[C:11]([OH:13])=[O:12].S(=O)(=O)(O)O.[CH3:19]O, predict the reaction product. The product is: [F:1][C:2]1[CH:3]=[CH:4][CH:5]=[C:6]2[C:10]=1[NH:9][N:8]=[C:7]2[C:11]([O:13][CH3:19])=[O:12]. (3) Given the reactants [CH:1]1([C:4]2[CH:5]=[CH:6][C:7]([C:18]([OH:20])=O)=[N:8][C:9]=2[CH2:10][C:11]2[CH:16]=[CH:15][C:14]([F:17])=[CH:13][CH:12]=2)[CH2:3][CH2:2]1.Cl.[NH2:22][C:23]([CH2:31][CH3:32])([CH2:29][CH3:30])[C:24]([O:26][CH2:27][CH3:28])=[O:25], predict the reaction product. The product is: [CH:1]1([C:4]2[CH:5]=[CH:6][C:7]([C:18]([NH:22][C:23]([CH2:29][CH3:30])([CH2:31][CH3:32])[C:24]([O:26][CH2:27][CH3:28])=[O:25])=[O:20])=[N:8][C:9]=2[CH2:10][C:11]2[CH:12]=[CH:13][C:14]([F:17])=[CH:15][CH:16]=2)[CH2:2][CH2:3]1. (4) Given the reactants [NH:1]1[CH2:6][CH2:5][CH:4]([N:7]2[CH2:13][CH2:12][C:11]3[CH:14]=[CH:15][CH:16]=[CH:17][C:10]=3[NH:9][C:8]2=[O:18])[CH2:3][CH2:2]1.CCN(C(C)C)C(C)C.Cl[C:29]1[N:34]=[CH:33][N:32]=[C:31]([C:35]([O:37][CH2:38][CH3:39])=[O:36])[CH:30]=1, predict the reaction product. The product is: [O:18]=[C:8]1[N:7]([CH:4]2[CH2:3][CH2:2][N:1]([C:29]3[N:34]=[CH:33][N:32]=[C:31]([C:35]([O:37][CH2:38][CH3:39])=[O:36])[CH:30]=3)[CH2:6][CH2:5]2)[CH2:13][CH2:12][C:11]2[CH:14]=[CH:15][CH:16]=[CH:17][C:10]=2[NH:9]1. (5) The product is: [CH3:38][S:35]([CH2:34][CH2:33][CH2:32][O:1][C:2]1[CH:7]=[CH:6][C:5]([C:8]2[CH2:13][CH2:12][N:11]([C:14]([O:16][C:17]([CH3:20])([CH3:19])[CH3:18])=[O:15])[CH2:10][CH:9]=2)=[CH:4][CH:3]=1)(=[O:37])=[O:36]. Given the reactants [OH:1][C:2]1[CH:7]=[CH:6][C:5]([C:8]2[CH2:13][CH2:12][N:11]([C:14]([O:16][C:17]([CH3:20])([CH3:19])[CH3:18])=[O:15])[CH2:10][CH:9]=2)=[CH:4][CH:3]=1.CC1C=CC(S(O[CH2:32][CH2:33][CH2:34][S:35]([CH3:38])(=[O:37])=[O:36])(=O)=O)=CC=1, predict the reaction product.